Dataset: hERG potassium channel inhibition data for cardiac toxicity prediction from Karim et al.. Task: Regression/Classification. Given a drug SMILES string, predict its toxicity properties. Task type varies by dataset: regression for continuous values (e.g., LD50, hERG inhibition percentage) or binary classification for toxic/non-toxic outcomes (e.g., AMES mutagenicity, cardiotoxicity, hepatotoxicity). Dataset: herg_karim. (1) The compound is COc1cc2ncnc(Nc3cc(Br)c(O)c(Br)c3)c2cc1OC. The result is 0 (non-blocker). (2) The compound is O=C(NC1CCc2ccccc2CC1)N1CCC(c2nc(-c3ccccn3)no2)CC1. The result is 0 (non-blocker). (3) The drug is N#Cc1ccc(CNS(=O)(=O)CCN2CC3CN(Cc4ccccc4C#N)CC(C2)O3)cc1. The result is 0 (non-blocker). (4) The compound is FC(F)(F)Oc1ccc(Cl)c(CN[C@H]2CCC3CC[C@]2(c2ccccc2)N3)c1. The result is 1 (blocker). (5) The drug is CCOc1cc(N2CCC(O)CC2)ccc1Nc1ncc2c(n1)N(C)c1ccccc1C(=O)N2C. The result is 0 (non-blocker).